This data is from Forward reaction prediction with 1.9M reactions from USPTO patents (1976-2016). The task is: Predict the product of the given reaction. (1) Given the reactants [CH2:1]([O:8][NH:9][C@H:10]1[CH2:15][N:14](C(=O)C(F)(F)F)[C@H:13]([C:22]([O:24][C:25]([CH3:28])([CH3:27])[CH3:26])=[O:23])[CH2:12][CH2:11]1)[C:2]1[CH:7]=[CH:6][CH:5]=[CH:4][CH:3]=1.O.[OH-].[Na+].C(O)(=O)C, predict the reaction product. The product is: [CH2:1]([O:8][NH:9][C@H:10]1[CH2:15][NH:14][C@H:13]([C:22]([O:24][C:25]([CH3:28])([CH3:27])[CH3:26])=[O:23])[CH2:12][CH2:11]1)[C:2]1[CH:3]=[CH:4][CH:5]=[CH:6][CH:7]=1. (2) Given the reactants [NH2:1][C:2]([CH3:17])([CH2:5][C:6]1[N:10]=[CH:9][N:8]([C:11]2[CH:15]=[C:14]([CH3:16])[O:13][N:12]=2)[N:7]=1)[C:3]#[N:4].[H-].[Al+3].[Li+].[H-].[H-].[H-].O.[OH-].[Na+], predict the reaction product. The product is: [CH3:17][C:2]([NH2:1])([CH2:5][C:6]1[N:10]=[CH:9][N:8]([C:11]2[CH:15]=[C:14]([CH3:16])[O:13][N:12]=2)[N:7]=1)[CH2:3][NH2:4]. (3) Given the reactants Br[C:2]1[S:3][C:4]([CH:7]=[O:8])=[CH:5][N:6]=1.[F:9][C:10]1[CH:15]=[CH:14][C:13](B(O)O)=[CH:12][CH:11]=1.C(=O)([O-])[O-].[Na+].[Na+], predict the reaction product. The product is: [F:9][C:10]1[CH:15]=[CH:14][C:13]([C:2]2[S:3][C:4]([CH:7]=[O:8])=[CH:5][N:6]=2)=[CH:12][CH:11]=1. (4) Given the reactants [C:1]([O:5][C:6](=[O:15])[NH:7][CH2:8][CH:9]1[CH2:14][CH2:13][NH:12][CH2:11][CH2:10]1)([CH3:4])([CH3:3])[CH3:2].CCN(CC)CC.[CH2:23]([S:25](Cl)(=[O:27])=[O:26])[CH3:24], predict the reaction product. The product is: [CH2:23]([S:25]([N:12]1[CH2:11][CH2:10][CH:9]([CH2:8][NH:7][C:6](=[O:15])[O:5][C:1]([CH3:4])([CH3:2])[CH3:3])[CH2:14][CH2:13]1)(=[O:27])=[O:26])[CH3:24]. (5) The product is: [O:2]=[CH:3][CH2:4][N:5]1[CH:9]=[C:8]([NH:10][C:11]([C:13]2[N:14]=[CH:15][O:16][C:17]=2[C:18]2[CH:19]=[C:20]([CH3:24])[CH:21]=[CH:22][CH:23]=2)=[O:12])[CH:7]=[N:6]1. Given the reactants C[O:2][CH:3](OC)[CH2:4][N:5]1[CH:9]=[C:8]([NH:10][C:11]([C:13]2[N:14]=[CH:15][O:16][C:17]=2[C:18]2[CH:19]=[C:20]([CH3:24])[CH:21]=[CH:22][CH:23]=2)=[O:12])[CH:7]=[N:6]1.Cl.C([O-])(O)=O.[Na+], predict the reaction product.